From a dataset of Buchwald-Hartwig C-N cross coupling reaction yields with 55,370 reactions. Predict the reaction yield, written as a fraction of the theoretical maximum amount of product (1.0 means a 100% yield; for example, 0.34 means a 34% yield). (1) The reactants are COc1ccc(I)cc1.Cc1ccc(N)cc1.O=S(=O)(O[Pd]1c2ccccc2-c2ccccc2N~1)C(F)(F)F.CC(C)c1cc(C(C)C)c(-c2ccccc2P(C2CCCCC2)C2CCCCC2)c(C(C)C)c1.CN(C)C(=NC(C)(C)C)N(C)C.c1ccc(-c2ccno2)cc1. No catalyst specified. The product is COc1ccc(Nc2ccc(C)cc2)cc1. The yield is 0.0702. (2) The yield is 0.805. The product is Cc1ccc(Nc2ccccn2)cc1. The reactants are Brc1ccccn1.Cc1ccc(N)cc1.O=S(=O)(O[Pd]1c2ccccc2-c2ccccc2N~1)C(F)(F)F.COc1ccc(OC)c(P(C(C)(C)C)C(C)(C)C)c1-c1c(C(C)C)cc(C(C)C)cc1C(C)C.CN(C)C(=NC(C)(C)C)N(C)C.CCOC(=O)c1cc(C)on1. No catalyst specified. (3) The reactants are Ic1cccnc1.Cc1ccc(N)cc1.O=S(=O)(O[Pd]1c2ccccc2-c2ccccc2N~1)C(F)(F)F.CC(C)c1cc(C(C)C)c(-c2ccccc2P(C(C)(C)C)C(C)(C)C)c(C(C)C)c1.CN(C)C(=NC(C)(C)C)N(C)C.Cc1ccno1. No catalyst specified. The product is Cc1ccc(Nc2cccnc2)cc1. The yield is 0.547. (4) The reactants are Brc1ccccn1.Cc1ccc(N)cc1.O=S(=O)(O[Pd]1c2ccccc2-c2ccccc2N~1)C(F)(F)F.COc1ccc(OC)c(P([C@]23C[C@H]4C[C@H](C[C@H](C4)C2)C3)[C@]23C[C@H]4C[C@H](C[C@H](C4)C2)C3)c1-c1c(C(C)C)cc(C(C)C)cc1C(C)C.CCN=P(N=P(N(C)C)(N(C)C)N(C)C)(N(C)C)N(C)C.Cc1cc(-n2cccc2)no1. No catalyst specified. The product is Cc1ccc(Nc2ccccn2)cc1. The yield is 0.745. (5) The reactants are CCc1ccc(Br)cc1.Cc1ccc(N)cc1.O=S(=O)(O[Pd]1c2ccccc2-c2ccccc2N~1)C(F)(F)F.COc1ccc(OC)c(P([C@]23C[C@H]4C[C@H](C[C@H](C4)C2)C3)[C@]23C[C@H]4C[C@H](C[C@H](C4)C2)C3)c1-c1c(C(C)C)cc(C(C)C)cc1C(C)C.CN(C)C(=NC(C)(C)C)N(C)C.Cc1ccon1. No catalyst specified. The product is CCc1ccc(Nc2ccc(C)cc2)cc1. The yield is 0.722. (6) The reactants are FC(F)(F)c1ccc(I)cc1.Cc1ccc(N)cc1.O=S(=O)(O[Pd]1c2ccccc2-c2ccccc2N~1)C(F)(F)F.COc1ccc(OC)c(P([C@]23C[C@H]4C[C@H](C[C@H](C4)C2)C3)[C@]23C[C@H]4C[C@H](C[C@H](C4)C2)C3)c1-c1c(C(C)C)cc(C(C)C)cc1C(C)C.CN1CCCN2CCCN=C12.CCOC(=O)c1cc(C)no1. No catalyst specified. The product is Cc1ccc(Nc2ccc(C(F)(F)F)cc2)cc1. The yield is 0.527. (7) The reactants are Clc1ccccn1.Cc1ccc(N)cc1.O=S(=O)(O[Pd]1c2ccccc2-c2ccccc2N~1)C(F)(F)F.COc1ccc(OC)c(P(C(C)(C)C)C(C)(C)C)c1-c1c(C(C)C)cc(C(C)C)cc1C(C)C.CN(C)C(=NC(C)(C)C)N(C)C.COC(=O)c1cc(-c2ccco2)on1. No catalyst specified. The product is Cc1ccc(Nc2ccccn2)cc1. The yield is 0.527. (8) The reactants are COc1ccc(Cl)cc1.Cc1ccc(N)cc1.O=S(=O)(O[Pd]1c2ccccc2-c2ccccc2N~1)C(F)(F)F.CC(C)c1cc(C(C)C)c(-c2ccccc2P(C2CCCCC2)C2CCCCC2)c(C(C)C)c1.CCN=P(N=P(N(C)C)(N(C)C)N(C)C)(N(C)C)N(C)C.CCOC(=O)c1cc(C)no1. No catalyst specified. The product is COc1ccc(Nc2ccc(C)cc2)cc1. The yield is 0.